Dataset: Forward reaction prediction with 1.9M reactions from USPTO patents (1976-2016). Task: Predict the product of the given reaction. (1) The product is: [Br:26][C:5]1[N:1]=[C:2]([CH:6]2[CH2:7][CH2:8][N:9]([C:12]([O:14][C:15]([CH3:18])([CH3:17])[CH3:16])=[O:13])[CH2:10][CH2:11]2)[NH:3][CH:4]=1. Given the reactants [NH:1]1[CH:5]=[CH:4][N:3]=[C:2]1[CH:6]1[CH2:11][CH2:10][N:9]([C:12]([O:14][C:15]([CH3:18])([CH3:17])[CH3:16])=[O:13])[CH2:8][CH2:7]1.C1C(=O)N([Br:26])C(=O)C1, predict the reaction product. (2) Given the reactants [N+:1]([C:4]1[CH:9]=[CH:8][C:7]([C:10]2[CH:14]=[CH:13][N:12]([CH2:15][CH2:16][NH2:17])[N:11]=2)=[CH:6][C:5]=1[C:18]([F:21])([F:20])[F:19])([O-:3])=[O:2].[NH:22]1[CH:26]=[C:25]([C:27]2[N:31]([CH3:32])[N:30]=[C:29]([C:33](O)=[O:34])[CH:28]=2)[N:24]=[CH:23]1.CCN(C(C)C)C(C)C.CCN=C=NCCCN(C)C, predict the reaction product. The product is: [NH:22]1[CH:26]=[C:25]([C:27]2[N:31]([CH3:32])[N:30]=[C:29]([C:33]([NH:17][CH2:16][CH2:15][N:12]3[CH:13]=[CH:14][C:10]([C:7]4[CH:8]=[CH:9][C:4]([N+:1]([O-:3])=[O:2])=[C:5]([C:18]([F:21])([F:20])[F:19])[CH:6]=4)=[N:11]3)=[O:34])[CH:28]=2)[N:24]=[CH:23]1. (3) Given the reactants [Cl:1][C:2]1[CH:3]=[CH:4][C:5]([CH2:11][CH3:12])=[C:6](B(O)O)[CH:7]=1.[Cl:13][C:14]1[CH:19]=[C:18](Cl)[N:17]=[C:16]([NH2:21])[N:15]=1, predict the reaction product. The product is: [Cl:13][C:14]1[CH:19]=[C:18]([C:6]2[CH:7]=[C:2]([Cl:1])[CH:3]=[CH:4][C:5]=2[CH2:11][CH3:12])[N:17]=[C:16]([NH2:21])[N:15]=1. (4) Given the reactants [NH2:1][C:2]1[C:6]([C:7]([NH:9][CH:10]([CH3:12])[CH3:11])=[O:8])=[CH:5][N:4]([C:13]2[CH:18]=[CH:17][N:16]=[N:15][CH:14]=2)[N:3]=1.[C:19]1(C)C=CC(S(O)(=O)=O)=CC=1.C(OCC)(OCC)OCC, predict the reaction product. The product is: [CH:10]([N:9]1[C:7](=[O:8])[C:6]2=[CH:5][N:4]([C:13]3[CH:18]=[CH:17][N:16]=[N:15][CH:14]=3)[N:3]=[C:2]2[N:1]=[CH:19]1)([CH3:12])[CH3:11]. (5) Given the reactants [C:1]1([C@H:7]2[CH2:11][C@@H:10]([N:12]3[C:20](=[O:21])[C:19]4[C:14](=[CH:15][CH:16]=[CH:17][CH:18]=4)[C:13]3=[O:22])[CH:9]=[CH:8]2)[CH:6]=[CH:5][CH:4]=[CH:3][CH:2]=1.C1(C)C=CC=CC=1.[F-].[Na+].[F:32][C:33]([F:45])(S(F)(=O)=O)C(O[Si](C)(C)C)=O, predict the reaction product. The product is: [F:32][C:33]1([F:45])[C@@H:9]2[C@H:8]1[C@@H:7]([C:1]1[CH:6]=[CH:5][CH:4]=[CH:3][CH:2]=1)[CH2:11][C@H:10]2[N:12]1[C:20](=[O:21])[C:19]2[C:14](=[CH:15][CH:16]=[CH:17][CH:18]=2)[C:13]1=[O:22]. (6) The product is: [Cl:1][C:2]1[S:6][C:5]([C:7]([NH:9][CH2:10][C:11]2[N:12]=[N:13][N:14]([C:16]3[CH:17]=[CH:18][C:19]([N:22]4[CH:27]=[CH:26][CH:25]=[C:24]([O:28][CH2:29][CH2:30][S:31]([CH3:32])=[O:36])[C:23]4=[O:33])=[CH:20][CH:21]=3)[CH:15]=2)=[O:8])=[CH:4][CH:3]=1. Given the reactants [Cl:1][C:2]1[S:6][C:5]([C:7]([NH:9][CH2:10][C:11]2[N:12]=[N:13][N:14]([C:16]3[CH:21]=[CH:20][C:19]([N:22]4[CH:27]=[CH:26][CH:25]=[C:24]([O:28][CH2:29][CH2:30][S:31][CH3:32])[C:23]4=[O:33])=[CH:18][CH:17]=3)[CH:15]=2)=[O:8])=[CH:4][CH:3]=1.CO.[OH:36]OS([O-])=O.[K+], predict the reaction product.